From a dataset of Forward reaction prediction with 1.9M reactions from USPTO patents (1976-2016). Predict the product of the given reaction. (1) Given the reactants [Si:1]([O:8][C:9]1[CH:14]=[CH:13][C:12]([CH2:15][CH2:16][NH:17][C:18]2[C:27]3[C:22](=[N:23][CH:24]=[CH:25][N:26]=3)[N:21]=[CH:20][N:19]=2)=[CH:11][CH:10]=1)([C:4]([CH3:7])([CH3:6])[CH3:5])([CH3:3])[CH3:2].[C:28]([O:32][C:33](O[C:33]([O:32][C:28]([CH3:31])([CH3:30])[CH3:29])=[O:34])=[O:34])([CH3:31])([CH3:30])[CH3:29], predict the reaction product. The product is: [C:28]([O:32][C:33](=[O:34])[N:17]([CH2:16][CH2:15][C:12]1[CH:11]=[CH:10][C:9]([O:8][Si:1]([C:4]([CH3:5])([CH3:6])[CH3:7])([CH3:2])[CH3:3])=[CH:14][CH:13]=1)[C:18]1[C:27]2[C:22](=[N:23][CH:24]=[CH:25][N:26]=2)[N:21]=[CH:20][N:19]=1)([CH3:31])([CH3:30])[CH3:29]. (2) The product is: [F:27][C:24]1([F:28])[CH2:23][CH2:22][C:21]([CH2:20][NH:19][C:11]([C:9]2[CH:8]=[C:7]([CH:14]3[CH2:18][CH2:17][CH2:16][O:15]3)[N:6]3[C:10]=2[C:2]([Cl:1])=[CH:3][CH:4]=[CH:5]3)=[O:13])([OH:29])[CH2:26][CH2:25]1. Given the reactants [Cl:1][C:2]1[C:10]2[N:6]([C:7]([CH:14]3[CH2:18][CH2:17][CH2:16][O:15]3)=[CH:8][C:9]=2[C:11]([OH:13])=O)[CH:5]=[CH:4][CH:3]=1.[NH2:19][CH2:20][C:21]1([OH:29])[CH2:26][CH2:25][C:24]([F:28])([F:27])[CH2:23][CH2:22]1.Cl.CN(C)CCCN=C=NCC.N1(O)C2C=CC=CC=2N=N1.C(N(C(C)C)C(C)C)C, predict the reaction product. (3) Given the reactants [NH2:1][CH:2]1[CH2:7][CH2:6][N:5]([C:8]([O:10][CH2:11][CH2:12][CH2:13][CH3:14])=[O:9])[CH2:4][CH2:3]1.[CH3:15][S:16](Cl)(=[O:18])=[O:17].CCN(C(C)C)C(C)C.ClCCl, predict the reaction product. The product is: [CH3:15][S:16]([NH:1][CH:2]1[CH2:3][CH2:4][N:5]([C:8]([O:10][CH2:11][CH2:12][CH2:13][CH3:14])=[O:9])[CH2:6][CH2:7]1)(=[O:18])=[O:17]. (4) Given the reactants [CH2:1]([CH:6]1[CH2:10][CH2:9][CH2:8][CH:7]1[OH:11])[CH2:2][CH2:3][CH2:4][CH3:5].[CH2:12](Br)[CH:13]=[CH2:14].[H-].[Na+], predict the reaction product. The product is: [CH2:14]([O:11][CH:7]1[CH2:8][CH2:9][CH2:10][CH:6]1[CH2:1][CH2:2][CH2:3][CH2:4][CH3:5])[CH:13]=[CH2:12]. (5) Given the reactants [Cl:1][C:2]1[CH:7]=[CH:6][C:5]([C:8]2[C:12]([CH2:13][O:14][C:15]3[CH:23]=[CH:22][C:18]([C:19]([OH:21])=O)=[CH:17][N:16]=3)=[CH:11][O:10][N:9]=2)=[CH:4][CH:3]=1.[NH2:24][CH2:25][CH2:26][CH2:27][OH:28], predict the reaction product. The product is: [Cl:1][C:2]1[CH:3]=[CH:4][C:5]([C:8]2[C:12]([CH2:13][O:14][C:15]3[CH:23]=[CH:22][C:18]([C:19]([NH:24][CH2:25][CH2:26][CH2:27][OH:28])=[O:21])=[CH:17][N:16]=3)=[CH:11][O:10][N:9]=2)=[CH:6][CH:7]=1. (6) Given the reactants Br[C:2]1[C:3]([O:11][CH:12]2[CH2:15][CH2:14][CH2:13]2)=[N:4][CH:5]=[C:6]([CH:10]=1)[C:7]([OH:9])=[O:8].[Cl:16][C:17]1[CH:22]=[CH:21][C:20](B(O)O)=[CH:19][C:18]=1[CH3:26], predict the reaction product. The product is: [Cl:16][C:17]1[CH:22]=[CH:21][C:20]([C:2]2[C:3]([O:11][CH:12]3[CH2:15][CH2:14][CH2:13]3)=[N:4][CH:5]=[C:6]([CH:10]=2)[C:7]([OH:9])=[O:8])=[CH:19][C:18]=1[CH3:26]. (7) Given the reactants [NH2:1][C:2]1[C:11]2[CH:10]=[CH:9][CH:8]=[C:7](Br)[C:6]=2[N:5]=[C:4]2[CH2:13][N:14]([CH:17]3[CH2:19][CH2:18]3)[C:15](=[O:16])[C:3]=12.[Cl:20][C:21]1[CH:26]=[CH:25][C:24]([Cl:27])=[CH:23][C:22]=1B(O)O, predict the reaction product. The product is: [NH2:1][C:2]1[C:11]2[CH:10]=[CH:9][CH:8]=[C:7]([C:25]3[CH:26]=[C:21]([Cl:20])[CH:22]=[CH:23][C:24]=3[Cl:27])[C:6]=2[N:5]=[C:4]2[CH2:13][N:14]([CH:17]3[CH2:19][CH2:18]3)[C:15](=[O:16])[C:3]=12.